Dataset: Full USPTO retrosynthesis dataset with 1.9M reactions from patents (1976-2016). Task: Predict the reactants needed to synthesize the given product. (1) Given the product [OH:17][C:14]1[CH:13]=[CH:12][C:11]([C:8]2[CH2:9][C:10]3[C:6]([C:7]=2[C:18]2[CH:19]=[CH:20][CH:21]=[CH:22][CH:23]=2)=[CH:5][C:4]([OH:24])=[CH:3][C:2]=3[CH:25]=[CH2:26])=[CH:16][CH:15]=1, predict the reactants needed to synthesize it. The reactants are: Br[C:2]1[CH:3]=[C:4]([OH:24])[CH:5]=[C:6]2[C:10]=1[CH2:9][C:8]([C:11]1[CH:16]=[CH:15][C:14]([OH:17])=[CH:13][CH:12]=1)=[C:7]2[C:18]1[CH:23]=[CH:22][CH:21]=[CH:20][CH:19]=1.[CH2:25]([Sn](CCCC)(CCCC)C=C)[CH2:26]CC.C1(C)C=CC=CC=1P(C1C=CC=CC=1C)C1C=CC=CC=1C. (2) Given the product [C:28]([C@@:2]1([N:10]2[C:20]3[N:19]=[C:17]([NH2:18])[NH:16][C:14](=[O:15])[C:13]=3[N:12]=[CH:11]2)[O:9][C@H:6]([CH2:7][OH:8])[C@@H:4]([OH:5])[CH2:3]1)(=[O:44])[CH2:29][CH2:30][CH2:31][CH2:32][CH2:33][CH2:34][CH2:35][CH2:36][CH2:37][CH2:38][CH2:39][CH2:40][CH2:41][CH2:42][CH3:43], predict the reactants needed to synthesize it. The reactants are: O.[C@@H:2]1([N:10]2[C:20]3[N:19]=[C:17]([NH2:18])[NH:16][C:14](=[O:15])[C:13]=3[N:12]=[CH:11]2)[O:9][C@H:6]([CH2:7][OH:8])[C@@H:4]([OH:5])[CH2:3]1.C(N(CC)CC)C.[C:28](Cl)(=[O:44])[CH2:29][CH2:30][CH2:31][CH2:32][CH2:33][CH2:34][CH2:35][CH2:36][CH2:37][CH2:38][CH2:39][CH2:40][CH2:41][CH2:42][CH3:43].C(=O)(O)[O-].[Na+]. (3) Given the product [NH:15]([C:2]1[N:7]=[CH:6][C:5]([CH2:8][NH:9][CH2:10][CH2:11][O:12][CH3:13])=[CH:4][CH:3]=1)[NH2:16], predict the reactants needed to synthesize it. The reactants are: Cl[C:2]1[N:7]=[CH:6][C:5]([CH2:8][NH:9][CH2:10][CH2:11][O:12][CH3:13])=[CH:4][CH:3]=1.O.[NH2:15][NH2:16]. (4) Given the product [Br:1][C:2]1[N:3]=[C:4]2[CH:9]=[C:10]([CH3:11])[NH:8][C:5]2=[N:6][CH:7]=1, predict the reactants needed to synthesize it. The reactants are: [Br:1][C:2]1[N:3]=[C:4]([C:9]#[C:10][CH2:11][Si](C)(C)C)[C:5]([NH2:8])=[N:6][CH:7]=1.C(O[K])(C)(C)C. (5) Given the product [Cl:29][C:26]1[CH:27]=[CH:28][C:11]2[N:10]3[CH:30]=[CH:31][CH:32]=[C:9]3[C@@H:8]([CH2:7][CH2:6][N:50]3[CH:51]=[C:47]([C:40]([CH3:39])([CH3:46])[C:41]([O:43][CH2:44][CH3:45])=[O:42])[N:48]=[CH:49]3)[O:14][C@H:13]([C:15]3[CH:20]=[CH:19][CH:18]=[C:17]([O:21][CH3:22])[C:16]=3[O:23][CH3:24])[C:12]=2[CH:25]=1, predict the reactants needed to synthesize it. The reactants are: CS(O[CH2:6][CH2:7][C@H:8]1[O:14][C@H:13]([C:15]2[CH:20]=[CH:19][CH:18]=[C:17]([O:21][CH3:22])[C:16]=2[O:23][CH3:24])[C:12]2[CH:25]=[C:26]([Cl:29])[CH:27]=[CH:28][C:11]=2[N:10]2[CH:30]=[CH:31][CH:32]=[C:9]12)(=O)=O.C(=O)([O-])[O-].[K+].[K+].[CH3:39][C:40]([C:47]1[N:48]=[CH:49][NH:50][CH:51]=1)([CH3:46])[C:41]([O:43][CH2:44][CH3:45])=[O:42].O. (6) Given the product [Cl:1][C:2]1[N:11]=[CH:10][C:9]2[C:8](=[O:12])[N:7]([CH2:20][O:19][CH2:18][CH2:17][Si:16]([CH3:23])([CH3:22])[CH3:15])[CH:6]=[N:5][C:4]=2[CH:3]=1, predict the reactants needed to synthesize it. The reactants are: [Cl:1][C:2]1[N:11]=[CH:10][C:9]2[C:8](=[O:12])[NH:7][CH:6]=[N:5][C:4]=2[CH:3]=1.[H-].[Na+].[CH3:15][Si:16]([CH3:23])([CH3:22])[CH2:17][CH2:18][O:19][CH2:20]Cl.